Task: Predict the reactants needed to synthesize the given product.. Dataset: Full USPTO retrosynthesis dataset with 1.9M reactions from patents (1976-2016) (1) Given the product [OH:27][N:26]=[C:5]1[CH2:4][C:3]([C@@H:2]([C:19]2[CH:24]=[CH:23][CH:22]=[CH:21][N:20]=2)[OH:1])([C:8]2[CH:9]=[CH:10][C:11]([O:14][C:15]([F:16])([F:17])[F:18])=[CH:12][CH:13]=2)[CH2:6]1, predict the reactants needed to synthesize it. The reactants are: [OH:1][C@H:2]([C:19]1[CH:24]=[CH:23][CH:22]=[CH:21][N:20]=1)[C:3]1([C:8]2[CH:13]=[CH:12][C:11]([O:14][C:15]([F:18])([F:17])[F:16])=[CH:10][CH:9]=2)[CH2:6][C:5](=O)[CH2:4]1.Cl.[NH2:26][OH:27].CN1CCOCC1. (2) Given the product [C:1]([C:3]1[CH:4]=[C:5]([C:9]([CH:15]2[CH2:16][CH2:17][CH2:18][CH2:19]2)([CH3:14])[C:10]([O:12][CH:13]2[CH2:26][CH2:25][N:24]([CH3:27])[CH2:23][CH2:22]2)=[O:11])[CH:6]=[CH:7][CH:8]=1)#[N:2], predict the reactants needed to synthesize it. The reactants are: [C:1]([C:3]1[CH:4]=[C:5]([C:9]([CH:15]2[CH2:19][CH2:18][CH2:17][CH2:16]2)([CH3:14])[C:10]([O:12][CH3:13])=[O:11])[CH:6]=[CH:7][CH:8]=1)#[N:2].OC1[CH2:26][CH2:25][N:24]([CH3:27])[CH2:23][CH2:22]1. (3) Given the product [NH2:11][C@H:12]1[CH2:17][CH2:16][N:15]([C:18]2[O:19][C:20]([CH2:30][CH3:31])=[C:21]([C:23]([O:25][CH2:26][CH2:27][CH2:28][CH3:29])=[O:24])[N:22]=2)[CH2:14][C@H:13]1[O:32][CH3:33], predict the reactants needed to synthesize it. The reactants are: C(OC([NH:11][C@H:12]1[CH2:17][CH2:16][N:15]([C:18]2[O:19][C:20]([CH2:30][CH3:31])=[C:21]([C:23]([O:25][CH2:26][CH2:27][CH2:28][CH3:29])=[O:24])[N:22]=2)[CH2:14][C@H:13]1[O:32][CH3:33])=O)C1C=CC=CC=1.C(OCC)(=O)C. (4) Given the product [F:38][C:35]([F:36])([F:37])[C:27]1[CH:26]=[C:25]([C@H:23]([O:22][C@H:7]2[CH2:6][C:5](=[O:4])[C:14]3[N:13]=[CH:12][CH:11]=[CH:10][C:9]=3[C@@H:8]2[C:15]2[CH:16]=[CH:17][C:18]([F:21])=[CH:19][CH:20]=2)[CH3:24])[CH:30]=[C:29]([C:31]([F:32])([F:33])[F:34])[CH:28]=1, predict the reactants needed to synthesize it. The reactants are: C([O:4][C@H:5]1[C:14]2[N:13]=[CH:12][CH:11]=[CH:10][C:9]=2[C@H:8]([C:15]2[CH:20]=[CH:19][C:18]([F:21])=[CH:17][CH:16]=2)[C@@H:7]([O:22][C@@H:23]([C:25]2[CH:30]=[C:29]([C:31]([F:34])([F:33])[F:32])[CH:28]=[C:27]([C:35]([F:38])([F:37])[F:36])[CH:26]=2)[CH3:24])[CH2:6]1)(=O)C.O=[O+][O-]. (5) Given the product [Cl:1][C:2]1[CH:7]=[CH:6][C:5]([C:8]2[C:14]3[CH:15]=[C:16]([C:19]4[C:20]([CH3:25])=[N:21][O:22][C:23]=4[CH3:24])[CH:17]=[CH:18][C:13]=3[N:12]3[C:26]([CH3:29])=[N:27][N:28]=[C:11]3[CH:10]([CH2:36][C:37]3[O:38][C:39]([CH3:42])=[N:40][N:41]=3)[CH:9]=2)=[CH:4][CH:3]=1, predict the reactants needed to synthesize it. The reactants are: [Cl:1][C:2]1[CH:7]=[CH:6][C:5]([C:8]2[C:14]3[CH:15]=[C:16]([C:19]4[C:20]([CH3:25])=[N:21][O:22][C:23]=4[CH3:24])[CH:17]=[CH:18][C:13]=3[N:12]3[C:26]([CH3:29])=[N:27][N:28]=[C:11]3[CH2:10][CH:9]=2)=[CH:4][CH:3]=1.C([Li])(CC)C.Cl[CH2:36][C:37]1[O:38][C:39]([CH3:42])=[N:40][N:41]=1. (6) Given the product [F:1][C:2]1[CH:3]=[CH:4][C:5]([O:8][C:9]([CH3:23])([CH3:20])[C:10]([O:12][CH2:13][C:14]2[CH:15]=[CH:16][CH:17]=[CH:18][CH:19]=2)=[O:11])=[N:6][CH:7]=1, predict the reactants needed to synthesize it. The reactants are: [F:1][C:2]1[CH:3]=[CH:4][C:5]([O:8][CH:9]([CH3:20])[C:10]([O:12][CH2:13][C:14]2[CH:19]=[CH:18][CH:17]=[CH:16][CH:15]=2)=[O:11])=[N:6][CH:7]=1.CI.[CH3:23][Si](C)(C)[N-][Si](C)(C)C.[K+]. (7) Given the product [CH3:17][C:18]1[CH:25]=[CH:24][C:23]([CH3:26])=[CH:22][C:19]=1[C:20]1[N:1]=[C:2]2[N:6]=[CH:5][NH:4][N:3]2[C:16]=1[NH:15][C:8]([CH3:14])([CH3:7])[CH2:9][C:10]([CH3:13])([CH3:12])[CH3:11], predict the reactants needed to synthesize it. The reactants are: [NH2:1][C:2]1[N:6]=[CH:5][NH:4][N:3]=1.[CH3:7][C:8]([N+:15]#[C-:16])([CH3:14])[CH2:9][C:10]([CH3:13])([CH3:12])[CH3:11].[CH3:17][C:18]1[CH:25]=[CH:24][C:23]([CH3:26])=[CH:22][C:19]=1[CH:20]=O.